This data is from CYP3A4 inhibition data for predicting drug metabolism from PubChem BioAssay. The task is: Regression/Classification. Given a drug SMILES string, predict its absorption, distribution, metabolism, or excretion properties. Task type varies by dataset: regression for continuous measurements (e.g., permeability, clearance, half-life) or binary classification for categorical outcomes (e.g., BBB penetration, CYP inhibition). Dataset: cyp3a4_veith. The compound is CC(C)CO/N=C1/C[C@@H](O)[C@@H](O)[C@H]2[C@@H]1CC[C@@H]1C(=O)N(Cc3ccc4c(c3)OCO4)C(=O)[C@H]12. The result is 1 (inhibitor).